Dataset: Forward reaction prediction with 1.9M reactions from USPTO patents (1976-2016). Task: Predict the product of the given reaction. (1) Given the reactants [OH:1][C:2]1[CH:3]=[C:4]([C:9]2[S:13][C:12]([N:14]([C:36]([O:38][C:39]([CH3:42])([CH3:41])[CH3:40])=[O:37])[CH2:15][C@@H:16]([NH:28][C:29](=[O:35])[O:30][C:31]([CH3:34])([CH3:33])[CH3:32])[CH2:17][C:18]3[CH:23]=[CH:22][C:21]([C:24]([F:27])([F:26])[F:25])=[CH:20][CH:19]=3)=[N:11][N:10]=2)[CH:5]=[CH:6][C:7]=1[NH2:8].C1N=CN([C:48](N2C=NC=C2)=[O:49])C=1, predict the reaction product. The product is: [O:49]=[C:48]1[NH:8][C:7]2[CH:6]=[CH:5][C:4]([C:9]3[S:13][C:12]([N:14]([C:36]([O:38][C:39]([CH3:42])([CH3:41])[CH3:40])=[O:37])[CH2:15][C@@H:16]([NH:28][C:29](=[O:35])[O:30][C:31]([CH3:32])([CH3:33])[CH3:34])[CH2:17][C:18]4[CH:19]=[CH:20][C:21]([C:24]([F:25])([F:26])[F:27])=[CH:22][CH:23]=4)=[N:11][N:10]=3)=[CH:3][C:2]=2[O:1]1. (2) Given the reactants [CH3:1][O:2]/[N:3]=[C:4](/[C:26]1[CH:31]=[CH:30][CH:29]=[CH:28][CH:27]=1)\[CH2:5][O:6][C:7]1[CH:12]=[CH:11][C:10]([C:13]2[CH:18]=[CH:17][C:16]([CH2:19][CH2:20][C:21]([O:23]CC)=[O:22])=[CH:15][CH:14]=2)=[CH:9][CH:8]=1.CCO.[OH-].[Na+], predict the reaction product. The product is: [CH3:1][O:2]/[N:3]=[C:4](/[C:26]1[CH:31]=[CH:30][CH:29]=[CH:28][CH:27]=1)\[CH2:5][O:6][C:7]1[CH:8]=[CH:9][C:10]([C:13]2[CH:18]=[CH:17][C:16]([CH2:19][CH2:20][C:21]([OH:23])=[O:22])=[CH:15][CH:14]=2)=[CH:11][CH:12]=1. (3) The product is: [S:1]([CH2:11][CH2:12][O:13][C:14](=[O:18])[C:15]([CH3:17])=[CH2:16])([C:4]1[CH:5]=[CH:6][C:7]([CH3:8])=[CH:9][CH:10]=1)(=[O:3])=[O:2].[OH:19][CH2:20][CH2:21][CH2:22][O:23][C:24](=[O:27])[CH:25]=[CH2:26].[CH3:28][O:29][C:30](=[O:34])[C:31]([CH3:33])=[CH2:32].[CH2:35]([O:39][C:40](=[O:44])[C:41]([CH3:43])=[CH2:42])[CH:36]1[O:38][CH2:37]1. Given the reactants [S:1]([CH2:11][CH2:12][O:13][C:14](=[O:18])[C:15]([CH3:17])=[CH2:16])([C:4]1[CH:10]=[CH:9][C:7]([CH3:8])=[CH:6][CH:5]=1)(=[O:3])=[O:2].[OH:19][CH2:20][CH2:21][CH2:22][O:23][C:24](=[O:27])[CH:25]=[CH2:26].[CH3:28][O:29][C:30](=[O:34])[C:31]([CH3:33])=[CH2:32].[CH2:35]([O:39][C:40](=[O:44])[C:41]([CH3:43])=[CH2:42])[CH:36]1[O:38][CH2:37]1.CC(N=NC(C#N)(C)C)(C#N)C, predict the reaction product. (4) Given the reactants [C:1]([NH:4][C@:5]1([C@@H:54]([CH2:56][CH3:57])[CH3:55])[CH2:9][CH2:8][N:7]([C@@H:10]([CH2:45][CH2:46][C:47]2[CH:52]=[CH:51][CH:50]=[CH:49][CH:48]=2)[C:11]([NH:13][C@@H:14]([CH2:36][C:37]2[CH:42]=[C:41]([F:43])[CH:40]=[C:39]([F:44])[CH:38]=2)[C@@H:15]([C@H:17]2CCCC[N:18]2[CH:23](C2C=CC=CC=2)[C:24]2[CH:29]=CC=CC=2)[OH:16])=[O:12])[C:6]1=[O:53])(=[O:3])[CH3:2].FC1C=C(C=C(F)C=1)C[C@H]1[C@@H]([C@H]2C[C@H]([O:73][C:74]3[CH:79]=[CH:78][CH:77]=[CH:76][N:75]=3)CN2C(C2C=CC=CC=2)C2C=CC=CC=2)OC(=O)N1.C1(P(C2C=CC=CC=2)C2C=CC=CC=2)C=CC=CC=1.CCOC(/N=N/C(OCC)=O)=O.FC1C=C(C=C(F)C=1)C[C@H]1[C@@H]([C@H]2C[C@@H](O)CN2C(C2C=CC=CC=2)C2C=CC=CC=2)OC(=O)N1.OC1C=CC=CN=1, predict the reaction product. The product is: [C:1]([NH:4][C@:5]1([C@@H:54]([CH2:56][CH3:57])[CH3:55])[CH2:9][CH2:8][N:7]([C@@H:10]([CH2:45][CH2:46][C:47]2[CH:48]=[CH:49][CH:50]=[CH:51][CH:52]=2)[C:11]([NH:13][C@@H:14]([CH2:36][C:37]2[CH:38]=[C:39]([F:44])[CH:40]=[C:41]([F:43])[CH:42]=2)[C@H:15]([OH:16])[C@H:17]2[CH2:29][C@H:24]([O:73][C:74]3[CH:79]=[CH:78][CH:77]=[CH:76][N:75]=3)[CH2:23][NH:18]2)=[O:12])[C:6]1=[O:53])(=[O:3])[CH3:2].